This data is from Full USPTO retrosynthesis dataset with 1.9M reactions from patents (1976-2016). The task is: Predict the reactants needed to synthesize the given product. (1) Given the product [CH2:24]([O:23][C:21]([C:20]1[CH:28]=[N:13][N:12]([C:3]2[C:2]([Cl:1])=[CH:7][C:6]([C:8]([F:11])([F:9])[F:10])=[CH:5][N:4]=2)[C:19]=1[CH3:18])=[O:22])[CH3:25], predict the reactants needed to synthesize it. The reactants are: [Cl:1][C:2]1[C:3]([NH:12][NH2:13])=[N:4][CH:5]=[C:6]([C:8]([F:11])([F:10])[F:9])[CH:7]=1.CCOC=[CH:18][C:19](=O)[CH2:20][C:21]([O:23][CH2:24][CH3:25])=[O:22].Cl.[CH2:28](O)C. (2) The reactants are: [N:1]([C:4]1[CH:12]=[C:11]2[N:7]([C:8]([CH3:14])([CH3:13])[CH2:9][CH2:10]2)[C:6](=[O:15])[CH:5]=1)=[N+]=[N-]. Given the product [NH2:1][CH:4]1[CH2:12][CH:11]2[N:7]([C:8]([CH3:13])([CH3:14])[CH2:9][CH2:10]2)[C:6](=[O:15])[CH2:5]1, predict the reactants needed to synthesize it. (3) Given the product [F:31][CH:32]([F:40])[O:1][C:2]1[N:7]=[CH:6][C:5]([S:8]([CH2:11][CH:12]2[CH2:13][CH2:14][N:15]([C:18]([O:20][C:21]([CH3:24])([CH3:23])[CH3:22])=[O:19])[CH2:16][CH2:17]2)(=[O:10])=[O:9])=[CH:4][CH:3]=1, predict the reactants needed to synthesize it. The reactants are: [OH:1][C:2]1[N:7]=[CH:6][C:5]([S:8]([CH2:11][CH:12]2[CH2:17][CH2:16][N:15]([C:18]([O:20][C:21]([CH3:24])([CH3:23])[CH3:22])=[O:19])[CH2:14][CH2:13]2)(=[O:10])=[O:9])=[CH:4][CH:3]=1.C([O-])([O-])=O.[K+].[K+].[F:31][C:32]([F:40])(S(F)(=O)=O)C(O)=O. (4) Given the product [Br:1][C:2]1[CH:3]=[C:4]2[C:5](=[CH:6][CH:7]=1)[CH:12]=[N:11][CH:9]([CH3:10])[CH2:8]2.[Br:1][C:2]1[CH:7]=[CH:6][CH:5]=[C:4]2[C:3]=1[CH:12]=[N:11][CH:9]([CH3:10])[CH2:8]2, predict the reactants needed to synthesize it. The reactants are: [Br:1][C:2]1[CH:3]=[C:4]([CH2:8][CH:9]([NH:11][CH:12]=O)[CH3:10])[CH:5]=[CH:6][CH:7]=1.C(Cl)(=O)C(Cl)=O. (5) Given the product [CH2:1]([N:3]1[C:7]2=[N:8][C:9]([CH2:59][CH3:60])=[C:10]([CH2:19][NH:20][C:21](=[O:58])[C:22]([CH3:57])([CH3:56])[CH2:23][C:24]([NH:26][CH2:27][C:28]3[CH:33]=[C:32]([C:34]4[CH:39]=[CH:38][CH:37]=[C:36]([CH2:40][N:41]5[CH2:46][CH2:45][NH:44][C@@H:43]([CH3:54])[CH2:42]5)[CH:35]=4)[C:31]([F:55])=[CH:30][CH:29]=3)=[O:25])[C:11]([NH:12][CH:13]3[CH2:18][CH2:17][O:16][CH2:15][CH2:14]3)=[C:6]2[CH:5]=[N:4]1)[CH3:2], predict the reactants needed to synthesize it. The reactants are: [CH2:1]([N:3]1[C:7]2=[N:8][C:9]([CH2:59][CH3:60])=[C:10]([CH2:19][NH:20][C:21](=[O:58])[C:22]([CH3:57])([CH3:56])[CH2:23][C:24]([NH:26][CH2:27][C:28]3[CH:29]=[CH:30][C:31]([F:55])=[C:32]([C:34]4[CH:39]=[CH:38][CH:37]=[C:36]([CH2:40][N:41]5[CH2:46][CH2:45][N:44](C(OC(C)(C)C)=O)[C@@H:43]([CH3:54])[CH2:42]5)[CH:35]=4)[CH:33]=3)=[O:25])[C:11]([NH:12][CH:13]3[CH2:18][CH2:17][O:16][CH2:15][CH2:14]3)=[C:6]2[CH:5]=[N:4]1)[CH3:2].Cl. (6) Given the product [F:1][C:2]1[CH:10]=[CH:9][CH:8]=[C:7]2[C:3]=1[C:4]([CH2:34][C:35]1[CH:43]=[CH:42][C:38]([CH3:39])=[CH:37][CH:36]=1)=[CH:5][N:6]2[C@@H:11]1[O:28][C@H:27]([CH2:29][OH:30])[C@@H:22]([OH:23])[C@H:17]([OH:18])[C@H:12]1[OH:13], predict the reactants needed to synthesize it. The reactants are: [F:1][C:2]1[CH:10]=[CH:9][CH:8]=[C:7]2[C:3]=1[CH:4]=[CH:5][N:6]2[C@@H:11]1[O:28][C@H:27]([CH2:29][O:30]C(=O)C)[C@@H:22]([O:23]C(=O)C)[C@H:17]([O:18]C(=O)C)[C@H:12]1[O:13]C(=O)C.[CH3:34][C:35]1[CH:43]=[CH:42][C:38]([C:39](Cl)=O)=[CH:37][CH:36]=1.